From a dataset of Forward reaction prediction with 1.9M reactions from USPTO patents (1976-2016). Predict the product of the given reaction. (1) Given the reactants [C:1]([NH:4][NH:5][C:6]([C:8]1[N:9]=[N:10][C:11]([N:14]2[CH2:19][CH2:18][CH:17]([O:20][C:21]3[CH:26]=[CH:25][CH:24]=[CH:23][C:22]=3[C:27]([F:30])([F:29])[F:28])[CH2:16][CH2:15]2)=[CH:12][CH:13]=1)=[O:7])(=O)[CH3:2].C1(C)C=CC(S(Cl)(=O)=O)=CC=1.N1C=CC=CC=1, predict the reaction product. The product is: [CH3:2][C:1]1[O:7][C:6]([C:8]2[N:9]=[N:10][C:11]([N:14]3[CH2:19][CH2:18][CH:17]([O:20][C:21]4[CH:26]=[CH:25][CH:24]=[CH:23][C:22]=4[C:27]([F:30])([F:28])[F:29])[CH2:16][CH2:15]3)=[CH:12][CH:13]=2)=[N:5][N:4]=1. (2) Given the reactants C1(O[C:8](=[O:30])[NH:9][C:10]2[S:14][N:13]=[C:12]([O:15][CH2:16][C:17]3[C:22]([F:23])=[CH:21][C:20]([CH3:24])=[C:19]([F:25])[C:18]=3[F:26])[C:11]=2[C:27](=[O:29])[NH2:28])C=CC=CC=1.[CH3:31][N:32]1[CH2:37][CH2:36][N:35]([CH2:38][CH2:39][CH2:40][NH2:41])[CH2:34][CH2:33]1, predict the reaction product. The product is: [CH3:31][N:32]1[CH2:37][CH2:36][N:35]([CH2:38][CH2:39][CH2:40][NH:41][C:8](=[O:30])[NH:9][C:10]2[S:14][N:13]=[C:12]([O:15][CH2:16][C:17]3[C:22]([F:23])=[CH:21][C:20]([CH3:24])=[C:19]([F:25])[C:18]=3[F:26])[C:11]=2[C:27]([NH2:28])=[O:29])[CH2:34][CH2:33]1. (3) Given the reactants C[O:2][C:3](=[O:40])[C@H:4]([NH:13][C:14]([C:16]1[CH:21]=[C:20]([N:22]2[CH2:27][CH2:26][CH2:25][CH2:24][CH2:23]2)[N:19]=[C:18]([N:28]2[CH2:33][CH2:32][CH:31]([C:34]3[CH:39]=[CH:38][CH:37]=[CH:36][CH:35]=3)[CH2:30][CH2:29]2)[N:17]=1)=[O:15])[CH2:5][C:6]1[CH:11]=[CH:10][C:9]([Cl:12])=[CH:8][CH:7]=1.CO.[OH-].[Na+], predict the reaction product. The product is: [Cl:12][C:9]1[CH:10]=[CH:11][C:6]([CH2:5][C@@H:4]([NH:13][C:14]([C:16]2[CH:21]=[C:20]([N:22]3[CH2:23][CH2:24][CH2:25][CH2:26][CH2:27]3)[N:19]=[C:18]([N:28]3[CH2:29][CH2:30][CH:31]([C:34]4[CH:35]=[CH:36][CH:37]=[CH:38][CH:39]=4)[CH2:32][CH2:33]3)[N:17]=2)=[O:15])[C:3]([OH:40])=[O:2])=[CH:7][CH:8]=1. (4) Given the reactants [F:1][C:2]1[CH:3]=[C:4]2[C:9](=[CH:10][CH:11]=1)[N:8]=[CH:7][C:6]([C:12]1[CH:13]=[N:14][N:15]3[C:20]([N:21](COCC[Si](C)(C)C)COCC[Si](C)(C)C)=[CH:19][C:18]([CH:38]([NH:40][CH:41]4[CH2:46][CH2:45][O:44][CH2:43][CH2:42]4)[CH3:39])=[N:17][C:16]=13)=[CH:5]2.O, predict the reaction product. The product is: [F:1][C:2]1[CH:3]=[C:4]2[C:9](=[CH:10][CH:11]=1)[N:8]=[CH:7][C:6]([C:12]1[CH:13]=[N:14][N:15]3[C:20]([NH2:21])=[CH:19][C:18]([CH:38]([NH:40][CH:41]4[CH2:42][CH2:43][O:44][CH2:45][CH2:46]4)[CH3:39])=[N:17][C:16]=13)=[CH:5]2.